This data is from Catalyst prediction with 721,799 reactions and 888 catalyst types from USPTO. The task is: Predict which catalyst facilitates the given reaction. (1) Reactant: [NH2:1][C:2]1[CH:3]=[C:4]([C:10]2[CH:11]=[CH:12][C:13]3[N:14]([C:16]([C:19]4[CH:24]=[CH:23][C:22]([Cl:25])=[CH:21][C:20]=4[O:26][CH3:27])=[N:17][N:18]=3)[CH:15]=2)[CH:5]=[CH:6][C:7]=1[O:8][CH3:9]. Product: [ClH:25].[NH2:1][C:2]1[CH:3]=[C:4]([C:10]2[CH:11]=[CH:12][C:13]3[N:14]([C:16]([C:19]4[CH:24]=[CH:23][C:22]([Cl:25])=[CH:21][C:20]=4[O:26][CH3:27])=[N:17][N:18]=3)[CH:15]=2)[CH:5]=[CH:6][C:7]=1[O:8][CH3:9]. The catalyst class is: 601. (2) Reactant: F[B-](F)(F)F.[N:6]1([O:15]C(N(C)C)=[N+](C)C)C2C=CC=CC=2N=N1.C(N(C(C)C)CC)(C)C.[Br:32][C:33]1[CH:38]=[C:37]([CH2:39][O:40][C:41]2[CH:60]=[CH:59][C:44]([C:45]([NH:47][CH2:48][C@H:49]([N:53]3[CH2:58][CH2:57][CH2:56][CH2:55][CH2:54]3)[C:50](O)=[O:51])=[O:46])=[CH:43][CH:42]=2)[CH:36]=[CH:35][N:34]=1.C(O)(=O)CC(CC(O)=O)(C(O)=O)O.C(=O)([O-])O.[Na+]. Product: [Br:32][C:33]1[CH:38]=[C:37]([CH2:39][O:40][C:41]2[CH:42]=[CH:43][C:44]([C:45]([NH:47][CH2:48][C@@H:49]([C:50](=[O:51])[NH:6][OH:15])[N:53]3[CH2:58][CH2:57][CH2:56][CH2:55][CH2:54]3)=[O:46])=[CH:59][CH:60]=2)[CH:36]=[CH:35][N:34]=1. The catalyst class is: 35.